This data is from Full USPTO retrosynthesis dataset with 1.9M reactions from patents (1976-2016). The task is: Predict the reactants needed to synthesize the given product. (1) Given the product [CH2:26]([O:25][C:23](=[O:24])[CH2:22][C:21]1[NH:1][C:2]2[CH:7]=[CH:6][C:5]([N+:8]([O-:10])=[O:9])=[CH:4][C:3]=2[S:11][CH:20]=1)[CH3:27], predict the reactants needed to synthesize it. The reactants are: [NH2:1][C:2]1[CH:7]=[CH:6][C:5]([N+:8]([O-:10])=[O:9])=[CH:4][C:3]=1[SH:11].C(N(CC)CC)C.Cl[CH2:20][C:21](=O)[CH2:22][C:23]([O:25][CH2:26][CH3:27])=[O:24]. (2) Given the product [C:6]([C:5]1[CH:8]=[C:9]([CH3:10])[C:2]([NH:20][CH2:19][CH2:18][C:17]([O:16][C:12]([CH3:15])([CH3:14])[CH3:13])=[O:21])=[N:3][CH:4]=1)#[N:7], predict the reactants needed to synthesize it. The reactants are: F[C:2]1[C:9]([CH3:10])=[CH:8][C:5]([C:6]#[N:7])=[CH:4][N:3]=1.Cl.[C:12]([O:16][C:17](=[O:21])[CH2:18][CH2:19][NH2:20])([CH3:15])([CH3:14])[CH3:13].O. (3) Given the product [O:27]=[S:23]1(=[O:28])[CH2:24][CH2:25][CH2:26][N:22]1[CH2:21][C:18]1[CH:17]=[CH:16][C:15]([N:6]2[C:5]3[CH2:8][O:9][CH2:10][CH2:11][C:4]=3[C:3]([C:2]([F:12])([F:1])[F:13])=[N:7]2)=[CH:20][CH:19]=1, predict the reactants needed to synthesize it. The reactants are: [F:1][C:2]([F:13])([F:12])[C:3]1[C:4]2[CH2:11][CH2:10][O:9][CH2:8][C:5]=2[NH:6][N:7]=1.Br[C:15]1[CH:20]=[CH:19][C:18]([CH2:21][N:22]2[CH2:26][CH2:25][CH2:24][S:23]2(=[O:28])=[O:27])=[CH:17][CH:16]=1. (4) The reactants are: [N+:1]([C:4]1[CH:5]=[CH:6][C:7]2[N:8]([CH:10]=[C:11]([C:13]([O:15][CH2:16][CH3:17])=[O:14])[N:12]=2)[CH:9]=1)([O-])=O.[F:18][C:19]([F:36])([F:35])[C:20]1[CH:25]=[CH:24][C:23]([C:26]2[CH:31]=[CH:30][C:29]([C:32](O)=[O:33])=[CH:28][CH:27]=2)=[CH:22][CH:21]=1. Given the product [F:18][C:19]([F:35])([F:36])[C:20]1[CH:21]=[CH:22][C:23]([C:26]2[CH:31]=[CH:30][C:29]([C:32]([NH:1][C:4]3[CH:5]=[CH:6][C:7]4[N:8]([CH:10]=[C:11]([C:13]([O:15][CH2:16][CH3:17])=[O:14])[N:12]=4)[CH:9]=3)=[O:33])=[CH:28][CH:27]=2)=[CH:24][CH:25]=1, predict the reactants needed to synthesize it. (5) Given the product [Cl:1][C:2]1[CH:8]=[CH:7][C:5]([NH:6][C:28](=[O:29])[C:27]2[CH:26]=[CH:25][C:24]([N:23]([CH2:33][CH3:34])[CH2:21][CH3:22])=[CH:32][CH:31]=2)=[C:4]([N:9]2[CH2:14][CH2:13][N:12]([CH2:15][CH2:16][C:17]([F:19])([F:18])[F:20])[CH2:11][CH2:10]2)[CH:3]=1, predict the reactants needed to synthesize it. The reactants are: [Cl:1][C:2]1[CH:8]=[CH:7][C:5]([NH2:6])=[C:4]([N:9]2[CH2:14][CH2:13][N:12]([CH2:15][CH2:16][C:17]([F:20])([F:19])[F:18])[CH2:11][CH2:10]2)[CH:3]=1.[CH2:21]([N:23]([CH2:33][CH3:34])[C:24]1[CH:32]=[CH:31][C:27]([C:28](O)=[O:29])=[CH:26][CH:25]=1)[CH3:22].O=C1N(P(Cl)(N2CCOC2=O)=O)CCO1.C(N(CC)CC)C.